The task is: Predict the reactants needed to synthesize the given product.. This data is from Full USPTO retrosynthesis dataset with 1.9M reactions from patents (1976-2016). Given the product [CH3:3][O:4][C:5]1[CH:6]=[C:7]2[C:11](=[CH:12][CH:13]=1)[N:10]=[C:17]([C:19]1[CH:20]=[C:21]([O:29][CH3:30])[C:22]([O:27][CH3:28])=[C:23]([O:25][CH3:26])[CH:24]=1)[CH:16]=[C:8]2[C:9]([OH:14])=[O:1], predict the reactants needed to synthesize it. The reactants are: [OH-:1].[K+].[CH3:3][O:4][C:5]1[CH:6]=[C:7]2[C:11](=[CH:12][CH:13]=1)[NH:10][C:9](=[O:14])[C:8]2=O.[CH3:16][C:17]([C:19]1[CH:24]=[C:23]([O:25][CH3:26])[C:22]([O:27][CH3:28])=[C:21]([O:29][CH3:30])[CH:20]=1)=O.